From a dataset of Reaction yield outcomes from USPTO patents with 853,638 reactions. Predict the reaction yield, written as a fraction of the theoretical maximum amount of product (1.0 means a 100% yield; for example, 0.34 means a 34% yield). (1) The reactants are [Cl:1][C:2]1[CH:7]=[CH:6][C:5]([C:8]2[O:9][C:10]3[CH:16]=[CH:15][C:14]([C:17](=[O:19])[CH3:18])=[CH:13][C:11]=3[N:12]=2)=[CH:4][CH:3]=1.[BH4-].[Na+]. The catalyst is O1CCCC1. The product is [Cl:1][C:2]1[CH:3]=[CH:4][C:5]([C:8]2[O:9][C:10]3[CH:16]=[CH:15][C:14]([CH:17]([OH:19])[CH3:18])=[CH:13][C:11]=3[N:12]=2)=[CH:6][CH:7]=1. The yield is 0.540. (2) The yield is 0.350. The catalyst is CC1C=CC=CC=1C. The reactants are [CH3:1][C:2]1([CH3:20])[O:7][C:6](=O)[NH:5][C:4]2[CH:9]=[CH:10][C:11]([C:13]3[CH:14]=[C:15]([C:18]#[N:19])[S:16][CH:17]=3)=[CH:12][C:3]1=2.COC1C=CC(P2(SP(C3C=CC(OC)=CC=3)(=S)S2)=[S:30])=CC=1. The product is [CH3:1][C:2]1([CH3:20])[O:7][C:6](=[S:30])[NH:5][C:4]2[CH:9]=[CH:10][C:11]([C:13]3[CH:14]=[C:15]([C:18]#[N:19])[S:16][CH:17]=3)=[CH:12][C:3]1=2. (3) The reactants are [CH:1]1([CH2:7][NH2:8])[CH2:6][CH2:5][CH2:4][CH2:3][CH2:2]1.F[C:10]1[CH:15]=[CH:14][C:13]([NH:16][S:17]([C:20]2[CH:25]=[CH:24][CH:23]=[CH:22][CH:21]=2)(=[O:19])=[O:18])=[CH:12][C:11]=1[N+:26]([O-:28])=[O:27]. The catalyst is C(O)C.O. The product is [CH:1]1([CH2:7][NH:8][C:10]2[CH:15]=[CH:14][C:13]([NH:16][S:17]([C:20]3[CH:25]=[CH:24][CH:23]=[CH:22][CH:21]=3)(=[O:19])=[O:18])=[CH:12][C:11]=2[N+:26]([O-:28])=[O:27])[CH2:6][CH2:5][CH2:4][CH2:3][CH2:2]1. The yield is 0.790. (4) The reactants are [NH2:1][C:2]1[CH:3]=[C:4]2[C:20](=[O:21])[NH:19][N:18]=[CH:17][C:6]3=[C:7]([C:11]4[CH:16]=[CH:15][CH:14]=[CH:13][CH:12]=4)[NH:8][C:9]([CH:10]=1)=[C:5]23.[CH2:22]([S:24][C:25]1[N:33]=[CH:32][CH:31]=[CH:30][C:26]=1[C:27](O)=[O:28])[CH3:23].C(N(CC)CC)C.F[P-](F)(F)(F)(F)F.N1(OC(N(C)C)=[N+](C)C)C2N=CC=CC=2N=N1. The catalyst is C(Cl)Cl.CN(C)C=O. The product is [CH2:22]([S:24][C:25]1[N:33]=[CH:32][CH:31]=[CH:30][C:26]=1[C:27]([NH:1][C:2]1[CH:3]=[C:4]2[C:20](=[O:21])[NH:19][N:18]=[CH:17][C:6]3=[C:7]([C:11]4[CH:12]=[CH:13][CH:14]=[CH:15][CH:16]=4)[NH:8][C:9]([CH:10]=1)=[C:5]23)=[O:28])[CH3:23]. The yield is 0.170. (5) The reactants are C(OC([N:6]1[CH2:10][CH2:9][CH:8]([CH2:11][O:12][C:13]([O:15][CH:16]=[CH2:17])=[O:14])[CH2:7]1)=O)=C.[ClH:18]. The catalyst is C(Cl)Cl. The product is [ClH:18].[CH:16]([O:15][C:13](=[O:14])[O:12][CH2:11][CH:8]1[CH2:9][CH2:10][NH:6][CH2:7]1)=[CH2:17]. The yield is 0.990. (6) The reactants are [Si]([O:8][CH2:9][CH2:10][CH2:11][N:12]1[C:20](=[O:21])[C:19]2[N:18]([CH2:22][C:23]3[CH:28]=[CH:27][C:26]([Cl:29])=[CH:25][CH:24]=3)[C:17]([NH:30][CH2:31][CH2:32][CH3:33])=[N:16][C:15]=2[N:14]([CH3:34])[C:13]1=[O:35])(C(C)(C)C)(C)C.Cl. The catalyst is C(O)C. The product is [ClH:29].[Cl:29][C:26]1[CH:25]=[CH:24][C:23]([CH2:22][N:18]2[C:19]3[C:20](=[O:21])[N:12]([CH2:11][CH2:10][CH2:9][OH:8])[C:13](=[O:35])[N:14]([CH3:34])[C:15]=3[N:16]=[C:17]2[NH:30][CH2:31][CH2:32][CH3:33])=[CH:28][CH:27]=1. The yield is 1.00. (7) The yield is 0.150. The product is [Cl:2][C:3]1[CH:4]=[CH:5][C:6]([NH:9][C:10]([C:12]2[CH:17]=[CH:16][CH:15]=[CH:14][C:13]=2[NH:18][C:19]([C:21]2[CH:26]=[CH:25][C:24]([C:27]3[CH:32]=[CH:31][CH:30]=[CH:29][C:28]=3[C:33]([NH2:37])=[NH:34])=[CH:23][CH:22]=2)=[O:20])=[O:11])=[N:7][CH:8]=1. The catalyst is CCN(CC)CC.CC(C)=O.C(O)(=O)C.CO. The reactants are S.[Cl:2][C:3]1[CH:4]=[CH:5][C:6]([NH:9][C:10]([C:12]2[CH:17]=[CH:16][CH:15]=[CH:14][C:13]=2[NH:18][C:19]([C:21]2[CH:26]=[CH:25][C:24]([C:27]3[CH:32]=[CH:31][CH:30]=[CH:29][C:28]=3[C:33]#[N:34])=[CH:23][CH:22]=2)=[O:20])=[O:11])=[N:7][CH:8]=1.CI.[N:37]1C=CC=CC=1. (8) The reactants are [Br:1][C:2]1[CH:3]=[C:4]([NH:13][CH:14]2[CH2:19][CH2:18][O:17][CH2:16][CH2:15]2)[C:5]([CH3:12])=[C:6]([CH:11]=1)[C:7]([O:9][CH3:10])=[O:8].[CH:20](=O)[CH3:21].C(O)(=O)C.C(O[BH-](OC(=O)C)OC(=O)C)(=O)C.[Na+].C(=O)(O)[O-].[Na+]. The catalyst is ClC(Cl)C. The product is [Br:1][C:2]1[CH:3]=[C:4]([N:13]([CH2:20][CH3:21])[CH:14]2[CH2:19][CH2:18][O:17][CH2:16][CH2:15]2)[C:5]([CH3:12])=[C:6]([CH:11]=1)[C:7]([O:9][CH3:10])=[O:8]. The yield is 0.930. (9) The reactants are [Cl:1][C:2]1[CH:3]=[C:4]([NH:16][C:17]2[C:26]3[C:21](=[CH:22][CH:23]=[CH:24][C:25]=3[O:27][C@H:28]([CH3:33])[C:29](OC)=[O:30])[N:20]=[CH:19][N:18]=2)[CH:5]=[CH:6][C:7]=1[O:8][CH2:9][C:10]1[CH:15]=[CH:14][CH:13]=[CH:12][N:11]=1.[CH3:34][NH:35][CH2:36][CH2:37][OH:38]. No catalyst specified. The product is [Cl:1][C:2]1[CH:3]=[C:4]([NH:16][C:17]2[C:26]3[C:21](=[CH:22][CH:23]=[CH:24][C:25]=3[O:27][C@H:28]([CH3:33])[C:29]([N:35]([CH2:36][CH2:37][OH:38])[CH3:34])=[O:30])[N:20]=[CH:19][N:18]=2)[CH:5]=[CH:6][C:7]=1[O:8][CH2:9][C:10]1[CH:15]=[CH:14][CH:13]=[CH:12][N:11]=1. The yield is 0.340.